This data is from Forward reaction prediction with 1.9M reactions from USPTO patents (1976-2016). The task is: Predict the product of the given reaction. Given the reactants [O:1]=[C:2]1[CH:6]=[CH:5][C:4](=[O:7])[N:3]1[CH2:8][CH:9]([S:14]([OH:17])(=[O:16])=[O:15])[CH2:10][C:11]([OH:13])=[O:12].C(Cl)CCl.O[N:23]1[C:27](=[O:28])[CH2:26][CH2:25][C:24]1=[O:29], predict the reaction product. The product is: [O:7]=[C:4]1[CH:5]=[CH:6][C:2](=[O:1])[N:3]1[CH2:8][CH:9]([S:14]([OH:17])(=[O:15])=[O:16])[CH2:10][C:11]([O:13][N:23]1[C:27](=[O:28])[CH2:26][CH2:25][C:24]1=[O:29])=[O:12].